From a dataset of Reaction yield outcomes from USPTO patents with 853,638 reactions. Predict the reaction yield, written as a fraction of the theoretical maximum amount of product (1.0 means a 100% yield; for example, 0.34 means a 34% yield). (1) No catalyst specified. The yield is 0.710. The reactants are Cl.[NH2:2][C:3]1[C:12]2[N:13]=[C:14]([CH2:40][CH2:41][O:42][CH3:43])[N:15]([CH2:16][CH2:17][CH2:18][N:19]([CH2:24][C:25]3[CH:26]=[CH:27][C:28]([O:38][CH3:39])=[C:29]([CH:37]=3)[O:30][CH2:31][C:32]([O:34][CH2:35][CH3:36])=[O:33])[C:20](=[O:23])[CH2:21]Cl)[C:11]=2[C:10]2[CH:9]=[CH:8][CH:7]=[CH:6][C:5]=2[N:4]=1.[CH2:44]([NH:46][CH2:47][CH3:48])[CH3:45]. The product is [NH2:2][C:3]1[C:12]2[N:13]=[C:14]([CH2:40][CH2:41][O:42][CH3:43])[N:15]([CH2:16][CH2:17][CH2:18][N:19]([CH2:24][C:25]3[CH:26]=[CH:27][C:28]([O:38][CH3:39])=[C:29]([CH:37]=3)[O:30][CH2:31][C:32]([O:34][CH2:35][CH3:36])=[O:33])[C:20](=[O:23])[CH2:21][N:46]([CH2:47][CH3:48])[CH2:44][CH3:45])[C:11]=2[C:10]2[CH:9]=[CH:8][CH:7]=[CH:6][C:5]=2[N:4]=1. (2) The reactants are [NH:1]1[CH2:6][CH2:5][CH:4]([NH:7][C:8](=[O:14])[O:9][C:10]([CH3:13])([CH3:12])[CH3:11])[CH2:3][CH2:2]1.C(=O)([O-])[O-].[K+].[K+].Cl[CH2:22]/[CH:23]=[CH:24]/[C:25]1[CH:30]=[C:29]([F:31])[CH:28]=[CH:27][C:26]=1[F:32]. The catalyst is C(O)C. The product is [C:10]([O:9][C:8](=[O:14])[NH:7][CH:4]1[CH2:3][CH2:2][N:1]([CH2:22]/[CH:23]=[CH:24]/[C:25]2[CH:30]=[C:29]([F:31])[CH:28]=[CH:27][C:26]=2[F:32])[CH2:6][CH2:5]1)([CH3:11])([CH3:13])[CH3:12]. The yield is 0.690. (3) The reactants are [N:1]1([C:7](=[O:29])[CH2:8][CH2:9][CH:10]=[CH:11][CH2:12][CH:13]=[CH:14][CH2:15][CH:16]=[CH:17][CH2:18][CH:19]=[CH:20][CH2:21][CH:22]=[CH:23][CH2:24][CH:25]=[CH:26][CH2:27][CH3:28])[CH2:6][CH2:5][NH:4][CH2:3][CH2:2]1.[C:30](O)(=[O:38])[C:31]1[C:32](=[CH:34][CH:35]=[CH:36][CH:37]=1)[OH:33].CCN(CC)CC.CN(C(ON1N=NC2C=CC=NC1=2)=[N+](C)C)C.F[P-](F)(F)(F)(F)F. The catalyst is CC#N. The product is [OH:33][C:32]1[CH:34]=[CH:35][CH:36]=[CH:37][C:31]=1[C:30]([N:4]1[CH2:5][CH2:6][N:1]([C:7](=[O:29])[CH2:8][CH2:9][CH:10]=[CH:11][CH2:12][CH:13]=[CH:14][CH2:15][CH:16]=[CH:17][CH2:18][CH:19]=[CH:20][CH2:21][CH:22]=[CH:23][CH2:24][CH:25]=[CH:26][CH2:27][CH3:28])[CH2:2][CH2:3]1)=[O:38]. The yield is 0.196. (4) The reactants are [NH2:1][C:2]1[CH:3]=[C:4](/[CH:24]=[C:25]2/[C:26]([NH:31][CH3:32])=[N:27][C:28](=[O:30])[S:29]/2)[CH:5]=[CH:6][C:7]=1[O:8][CH2:9][C:10]1[CH:15]=[CH:14][C:13]([C:16]([F:19])([F:18])[F:17])=[CH:12][C:11]=1[C:20]([F:23])([F:22])[F:21].C=O.[C:35]([BH3-])#N.[Na+]. The catalyst is O1CCCC1.C(#N)C.C(O)(=O)C. The product is [F:23][C:20]([F:21])([F:22])[C:11]1[CH:12]=[C:13]([C:16]([F:17])([F:18])[F:19])[CH:14]=[CH:15][C:10]=1[CH2:9][O:8][C:7]1[CH:6]=[CH:5][C:4](/[CH:24]=[C:25]2/[C:26]([NH:31][CH3:32])=[N:27][C:28](=[O:30])[S:29]/2)=[CH:3][C:2]=1[NH:1][CH3:35]. The yield is 0.170.